This data is from Forward reaction prediction with 1.9M reactions from USPTO patents (1976-2016). The task is: Predict the product of the given reaction. (1) Given the reactants [NH:1]1[CH2:6][CH2:5][O:4][CH:3]([CH2:7][CH2:8][C:9]([O:11]C)=O)[CH2:2]1.[NH3:13], predict the reaction product. The product is: [NH:1]1[CH2:6][CH2:5][O:4][CH:3]([CH2:7][CH2:8][C:9]([NH2:13])=[O:11])[CH2:2]1. (2) The product is: [CH3:12][O:11][C:9](=[O:10])[CH:8]([CH2:17][CH2:16][C:18](=[O:19])[CH3:20])[C:7]([O:14][CH3:15])=[O:13]. Given the reactants C(=O)([O-])[O-].[K+].[K+].[C:7]([O:14][CH3:15])(=[O:13])[CH2:8][C:9]([O:11][CH3:12])=[O:10].[CH:16]([C:18]([CH3:20])=[O:19])=[CH2:17].CC(OC)(C)C, predict the reaction product. (3) Given the reactants OO.C([C@@H]1COC(=O)N1[C:16](=[O:38])[C@H:17]([CH2:21][S:22]([N:25]1[CH2:30][CH2:29][C:28]2[C:31]3[CH:37]=[CH:36][CH:35]=[CH:34][C:32]=3[S:33][C:27]=2[CH2:26]1)(=[O:24])=[O:23])[CH:18]([CH3:20])[CH3:19])C1C=CC=CC=1.O.[OH-].[Li+].S([O-])([O-])=[O:43].[Na+].[Na+], predict the reaction product. The product is: [CH2:26]1[C:27]2[S:33][C:32]3[CH:34]=[CH:35][CH:36]=[CH:37][C:31]=3[C:28]=2[CH2:29][CH2:30][N:25]1[S:22]([CH2:21][C@H:17]([CH:18]([CH3:19])[CH3:20])[C:16]([OH:43])=[O:38])(=[O:23])=[O:24]. (4) Given the reactants [Cl:1][C:2]1[CH:7]=[CH:6][C:5]([C:8](=[O:19])[CH2:9][N:10]2[CH:14]=[N:13][C:12]([C:15]([F:18])([F:17])[F:16])=[N:11]2)=[CH:4][CH:3]=1.CO[CH:22](OC)[N:23]([CH3:25])[CH3:24], predict the reaction product. The product is: [Cl:1][C:2]1[CH:7]=[CH:6][C:5]([C:8](=[O:19])[C:9]([N:10]2[CH:14]=[N:13][C:12]([C:15]([F:17])([F:18])[F:16])=[N:11]2)=[CH:22][N:23]([CH3:25])[CH3:24])=[CH:4][CH:3]=1. (5) Given the reactants [OH-].[Na+].C[O:4][C:5](=[O:23])[CH2:6][CH2:7][CH2:8][CH2:9][C:10]1[O:14][N:13]=[C:12]([C:15]2[CH:20]=[CH:19][CH:18]=[CH:17][C:16]=2[O:21][CH3:22])[N:11]=1, predict the reaction product. The product is: [CH3:22][O:21][C:16]1[CH:17]=[CH:18][CH:19]=[CH:20][C:15]=1[C:12]1[N:11]=[C:10]([CH2:9][CH2:8][CH2:7][CH2:6][C:5]([OH:23])=[O:4])[O:14][N:13]=1. (6) Given the reactants Br[CH2:2][C:3]1[CH:4]=[CH:5][C:6]2[N:7]=[C:8]([Cl:19])[N:9]=[C:10]([N:13]3[CH2:18][CH2:17][O:16][CH2:15][CH2:14]3)[C:11]=2[N:12]=1.[O:20]1[CH2:23][CH:22]([CH:24]2[CH2:29][CH2:28][NH:27][CH2:26][CH2:25]2)[CH2:21]1, predict the reaction product. The product is: [Cl:19][C:8]1[N:9]=[C:10]([N:13]2[CH2:18][CH2:17][O:16][CH2:15][CH2:14]2)[C:11]2[N:12]=[C:3]([CH2:2][N:27]3[CH2:28][CH2:29][CH:24]([CH:22]4[CH2:23][O:20][CH2:21]4)[CH2:25][CH2:26]3)[CH:4]=[CH:5][C:6]=2[N:7]=1. (7) Given the reactants Cl.C(O[C:7]([NH:9][C@@H:10]([CH2:22][C:23]1[CH:28]=[C:27]([F:29])[CH:26]=[C:25]([F:30])[CH:24]=1)[CH2:11][NH:12][C@H:13]([C:15]([NH:17][CH2:18][CH:19]([CH3:21])[CH3:20])=[O:16])[CH3:14])=[O:8])(C)(C)C.C(O)(C(F)(F)F)=O.[CH2:38]([N:41]([CH2:54][CH2:55][CH3:56])[C:42]([C:44]1[CH:45]=[C:46]([CH:50]=[C:51]([CH3:53])[CH:52]=1)C(O)=O)=[O:43])[CH2:39][CH3:40].C(Cl)C[Cl:59].C1C=CC2N(O)N=NC=2C=1, predict the reaction product. The product is: [ClH:59].[F:29][C:27]1[CH:28]=[C:23]([CH2:22][C@H:10]([NH:9][C:7](=[O:8])[C:46]2[CH:50]=[C:51]([CH3:53])[CH:52]=[C:44]([C:42]([N:41]([CH2:38][CH2:39][CH3:40])[CH2:54][CH2:55][CH3:56])=[O:43])[CH:45]=2)[CH2:11][NH:12][C@H:13]([C:15]([NH:17][CH2:18][CH:19]([CH3:20])[CH3:21])=[O:16])[CH3:14])[CH:24]=[C:25]([F:30])[CH:26]=1.